From a dataset of Full USPTO retrosynthesis dataset with 1.9M reactions from patents (1976-2016). Predict the reactants needed to synthesize the given product. (1) Given the product [CH3:6][O:7][C:8]1[CH:9]=[C:10]([CH:25]=[CH2:1])[C:11]2[O:15][C:14]([C:16]3[CH:17]=[CH:18][C:19]([O:22][CH3:23])=[CH:20][CH:21]=3)=[CH:13][C:12]=2[CH:24]=1, predict the reactants needed to synthesize it. The reactants are: [CH2:1]([Li])CCC.[CH3:6][O:7][C:8]1[CH:9]=[C:10]([CH2:25]O)[C:11]2[O:15][C:14]([C:16]3[CH:21]=[CH:20][C:19]([O:22][CH3:23])=[CH:18][CH:17]=3)=[CH:13][C:12]=2[CH:24]=1. (2) Given the product [Cl:1][C:2]1[C:3]([C:4]([NH:28][C:27]2[CH:26]=[CH:25][C:24]([O:17][C:18]3[CH:23]=[CH:22][CH:21]=[CH:20][CH:19]=3)=[CH:30][CH:29]=2)=[O:6])=[CH:7][CH:8]=[CH:9][N:10]=1, predict the reactants needed to synthesize it. The reactants are: [Cl:1][C:2]1[N:10]=[CH:9][CH:8]=[CH:7][C:3]=1[C:4]([OH:6])=O.ClC(OCC)=O.[O:17]([C:24]1[CH:30]=[CH:29][C:27]([NH2:28])=[CH:26][CH:25]=1)[C:18]1[CH:23]=[CH:22][CH:21]=[CH:20][CH:19]=1.